From a dataset of Forward reaction prediction with 1.9M reactions from USPTO patents (1976-2016). Predict the product of the given reaction. Given the reactants Br[C:2]1[CH:7]=[CH:6][C:5]([F:8])=[C:4]([F:9])[CH:3]=1.[Li]CCCC.[B:15](OC(C)C)([O:20]C(C)C)[O:16]C(C)C, predict the reaction product. The product is: [F:9][C:4]1[CH:3]=[C:2]([B:15]([OH:20])[OH:16])[CH:7]=[CH:6][C:5]=1[F:8].